This data is from Reaction yield outcomes from USPTO patents with 853,638 reactions. The task is: Predict the reaction yield, written as a fraction of the theoretical maximum amount of product (1.0 means a 100% yield; for example, 0.34 means a 34% yield). (1) The product is [C:32]([C:35]1[S:39][C:38]([C:49]2[CH:54]=[CH:53][C:52]([C:2]3[CH:3]=[CH:4][C:5]([C:8]4[O:9][C:10]([CH3:31])=[C:11]([CH2:13][CH2:14][O:15][C:16]5[CH:17]=[C:18]6[C:22](=[CH:23][CH:24]=5)[C@H:21]([CH2:25][C:26]([O:28][CH2:29][CH3:30])=[O:27])[CH2:20][CH2:19]6)[N:12]=4)=[CH:6][CH:7]=3)=[CH:51][CH:50]=2)=[CH:37][CH:36]=1)(=[O:34])[CH3:33]. The reactants are Br[C:2]1[CH:7]=[CH:6][C:5]([C:8]2[O:9][C:10]([CH3:31])=[C:11]([CH2:13][CH2:14][O:15][C:16]3[CH:17]=[C:18]4[C:22](=[CH:23][CH:24]=3)[C@H:21]([CH2:25][C:26]([O:28][CH2:29][CH3:30])=[O:27])[CH2:20][CH2:19]4)[N:12]=2)=[CH:4][CH:3]=1.[C:32]([C:35]1[S:39][C:38](B(O)O)=[CH:37][CH:36]=1)(=[O:34])[CH3:33].C(=O)([O-])[O-].[Na+].[Na+].[C:49]1(C)[CH:54]=[CH:53][CH:52]=[CH:51][CH:50]=1. The yield is 0.460. The catalyst is O1CCOCC1.C1(P(C2C=CC=CC=2)[C-]2C=CC=C2)C=CC=CC=1.[C-]1(P(C2C=CC=CC=2)C2C=CC=CC=2)C=CC=C1.[Fe+2].Cl[Pd]Cl. (2) The reactants are [F:1][C:2]1[CH:7]=[CH:6][CH:5]=[C:4]([F:8])[C:3]=1[S:9]([NH:12][C:13]1[C:14]([F:23])=[C:15]([CH:20]=[CH:21][CH:22]=1)[C:16](OC)=[O:17])(=[O:11])=[O:10].[Li+].C[Si]([N-][Si](C)(C)C)(C)C.[Cl:34][C:35]1[N:40]=[C:39]([CH3:41])[CH:38]=[CH:37][N:36]=1.Cl. The catalyst is C1COCC1.CCOC(C)=O. The product is [Cl:34][C:35]1[N:40]=[C:39]([CH2:41][C:16]([C:15]2[C:14]([F:23])=[C:13]([NH:12][S:9]([C:3]3[C:2]([F:1])=[CH:7][CH:6]=[CH:5][C:4]=3[F:8])(=[O:10])=[O:11])[CH:22]=[CH:21][CH:20]=2)=[O:17])[CH:38]=[CH:37][N:36]=1. The yield is 0.710. (3) The reactants are [Cl:1][C:2]1[CH:18]=[CH:17][C:5]2[CH2:6][CH2:7][N:8]([C:11](=[O:16])[C:12]([F:15])([F:14])[F:13])[CH2:9][CH2:10][C:4]=2[C:3]=1OS(C(F)(F)F)(=O)=O.[NH2:27][CH2:28][C:29]1[CH:34]=[CH:33][C:32]([CH2:35][S:36][CH:37]2[CH2:41][CH2:40][CH2:39][CH2:38]2)=[CH:31][N:30]=1. The catalyst is C1(C)C=CC=CC=1. The product is [Cl:1][C:2]1[CH:18]=[CH:17][C:5]2[CH2:6][CH2:7][N:8]([C:11](=[O:16])[C:12]([F:15])([F:14])[F:13])[CH2:9][CH2:10][C:4]=2[C:3]=1[NH:27][CH2:28][C:29]1[CH:34]=[CH:33][C:32]([CH2:35][S:36][CH:37]2[CH2:41][CH2:40][CH2:39][CH2:38]2)=[CH:31][N:30]=1. The yield is 0.590. (4) The reactants are CO[C:3]1[CH:12]=[CH:11][C:6]2[N:7]=[C:8]([SH:10])[NH:9][C:5]=2[CH:4]=1.Br[CH2:14][C:15](=[O:21])[C:16]([O:18][CH2:19][CH3:20])=[O:17].[CH3:22]O. The catalyst is CC(C)=O. The product is [CH2:19]([O:18][C:16](=[O:17])[C:15](=[O:21])[CH2:14][S:10][C:8]1[NH:7][C:6]2[CH:11]=[CH:12][C:3]([CH3:22])=[CH:4][C:5]=2[N:9]=1)[CH3:20]. The yield is 0.920. (5) The reactants are [F:1][C:2]1[CH:7]=[C:6]([I:8])[CH:5]=[CH:4][C:3]=1[NH:9][C:10]1[N:15]2[CH:16]=[N:17][CH:18]=[C:14]2[CH:13]=[CH:12][C:11]=1[C:19]([OH:21])=O.[CH:22]([O:24][CH2:25][CH2:26][O:27][NH2:28])=[CH2:23].CCN=C=NCCCN(C)C.Cl.C1C=CC2N(O)N=NC=2C=1.CCN(C(C)C)C(C)C. The catalyst is CN(C=O)C. The product is [CH:22]([O:24][CH2:25][CH2:26][O:27][NH:28][C:19]([C:11]1[CH:12]=[CH:13][C:14]2[N:15]([CH:16]=[N:17][CH:18]=2)[C:10]=1[NH:9][C:3]1[CH:4]=[CH:5][C:6]([I:8])=[CH:7][C:2]=1[F:1])=[O:21])=[CH2:23]. The yield is 0.600. (6) The reactants are C[O:2][C:3]([C:5]1[N:6]=[C:7]2[C:23]([N:24]3[CH2:28][CH2:27][N:26]([CH3:29])[C:25]3=[O:30])=[CH:22][C:21]([N:31]3[CH2:36][CH2:35][O:34][CH2:33][CH2:32]3)=[CH:20][N:8]2[C:9](=[O:19])[C:10]=1[O:11][CH2:12][C:13]1[CH:18]=[CH:17][CH:16]=[CH:15][CH:14]=1)=O.O.[NH3:38]. No catalyst specified. The product is [CH2:12]([O:11][C:10]1[C:9](=[O:19])[N:8]2[CH:20]=[C:21]([N:31]3[CH2:36][CH2:35][O:34][CH2:33][CH2:32]3)[CH:22]=[C:23]([N:24]3[CH2:28][CH2:27][N:26]([CH3:29])[C:25]3=[O:30])[C:7]2=[N:6][C:5]=1[C:3]([NH2:38])=[O:2])[C:13]1[CH:14]=[CH:15][CH:16]=[CH:17][CH:18]=1. The yield is 0.620. (7) The reactants are [Cl:1][C:2]1[CH:3]=[CH:4][C:5]([O:40][CH3:41])=[C:6]([C:8]2[C:17]3[C:12](=[CH:13][C:14]([S:18]([N:21](CC4C=CC(OC)=CC=4OC)[C:22]4[S:23][C:24]([F:27])=[CH:25][N:26]=4)(=[O:20])=[O:19])=[CH:15][CH:16]=3)[C:11](=[O:39])[NH:10][N:9]=2)[CH:7]=1.C(Cl)Cl.C(O)(C(F)(F)F)=O. No catalyst specified. The product is [Cl:1][C:2]1[CH:3]=[CH:4][C:5]([O:40][CH3:41])=[C:6]([C:8]2[C:17]3[C:12](=[CH:13][C:14]([S:18]([NH:21][C:22]4[S:23][C:24]([F:27])=[CH:25][N:26]=4)(=[O:19])=[O:20])=[CH:15][CH:16]=3)[C:11](=[O:39])[NH:10][N:9]=2)[CH:7]=1. The yield is 0.0264.